Dataset: Full USPTO retrosynthesis dataset with 1.9M reactions from patents (1976-2016). Task: Predict the reactants needed to synthesize the given product. (1) Given the product [C:19]1([C:28]2[CH:29]=[CH:30][CH:31]=[CH:32][CH:33]=2)[CH:24]=[CH:23][C:22]([C:2]2[CH:6]=[CH:5][O:4][CH:3]=2)=[CH:21][CH:20]=1, predict the reactants needed to synthesize it. The reactants are: Br[C:2]1[CH:6]=[CH:5][O:4][CH:3]=1.C1C=CC=CC=1.C([O-])([O-])=O.[Na+].[Na+].[C:19]1([C:28]2[CH:33]=[CH:32][CH:31]=[CH:30][CH:29]=2)[CH:24]=[CH:23][C:22](B(O)O)=[CH:21][CH:20]=1. (2) The reactants are: [Cl:1][C:2]1[CH:3]=[CH:4][C:5]2[C:11](=[O:12])[C:10]3[CH:13]=[CH:14][CH:15]=[C:16]([OH:17])[C:9]=3[CH2:8][CH2:7][C:6]=2[CH:18]=1.Cl.Cl[CH2:21][CH2:22][N:23]1[CH2:28][CH2:27][O:26][CH2:25][CH2:24]1.C([O-])([O-])=O.[K+].[K+]. Given the product [Cl:1][C:2]1[CH:3]=[CH:4][C:5]2[C:11](=[O:12])[C:10]3[CH:13]=[CH:14][CH:15]=[C:16]([O:17][CH2:21][CH2:22][N:23]4[CH2:28][CH2:27][O:26][CH2:25][CH2:24]4)[C:9]=3[CH2:8][CH2:7][C:6]=2[CH:18]=1, predict the reactants needed to synthesize it. (3) Given the product [C:30]1([CH:29]([C:36]2[CH:41]=[CH:40][CH:39]=[CH:38][CH:37]=2)[C:27]2[CH:26]=[CH:25][C:24](=[O:42])[N:23]([CH2:22][CH2:21][CH2:20][S:8][C:4]3[CH:5]=[CH:6][CH:7]=[C:2]([OH:1])[CH:3]=3)[CH:28]=2)[CH:31]=[CH:32][CH:33]=[CH:34][CH:35]=1, predict the reactants needed to synthesize it. The reactants are: [OH:1][C:2]1[CH:3]=[C:4]([SH:8])[CH:5]=[CH:6][CH:7]=1.C([O-])([O-])=O.[K+].[K+].CS(O[CH2:20][CH2:21][CH2:22][N:23]1[CH:28]=[C:27]([CH:29]([C:36]2[CH:41]=[CH:40][CH:39]=[CH:38][CH:37]=2)[C:30]2[CH:35]=[CH:34][CH:33]=[CH:32][CH:31]=2)[CH:26]=[CH:25][C:24]1=[O:42])(=O)=O.O. (4) Given the product [Br:30][C:31]1[N:36]=[C:35]([CH:37]([O:15][C:16]2[CH:28]=[CH:27][C:19]([O:20][CH2:21][C:22]([O:24][CH2:25][CH3:26])=[O:23])=[C:18]([CH3:29])[CH:17]=2)[CH2:38][O:39][CH2:40][CH3:41])[CH:34]=[CH:33][CH:32]=1, predict the reactants needed to synthesize it. The reactants are: CC(OC(/N=N/C(OC(C)C)=O)=O)C.[OH:15][C:16]1[CH:28]=[CH:27][C:19]([O:20][CH2:21][C:22]([O:24][CH2:25][CH3:26])=[O:23])=[C:18]([CH3:29])[CH:17]=1.[Br:30][C:31]1[N:36]=[C:35]([CH:37](O)[CH2:38][O:39][CH2:40][CH3:41])[CH:34]=[CH:33][CH:32]=1.C1(P(C2C=CC=CC=2)C2C=CC=CC=2)C=CC=CC=1.